Dataset: Full USPTO retrosynthesis dataset with 1.9M reactions from patents (1976-2016). Task: Predict the reactants needed to synthesize the given product. Given the product [CH3:3][NH:4][C:5]([C:7]1[N:15]([CH3:23])[C:14]2[C:9](=[N:10][CH:11]=[CH:12][CH:13]=2)[C:8]=1[S:16][C:17]1[CH:22]=[CH:21][CH:20]=[CH:19][CH:18]=1)=[O:6], predict the reactants needed to synthesize it. The reactants are: CI.[CH3:3][NH:4][C:5]([C:7]1[NH:15][C:14]2[C:9](=[N:10][CH:11]=[CH:12][CH:13]=2)[C:8]=1[S:16][C:17]1[CH:22]=[CH:21][CH:20]=[CH:19][CH:18]=1)=[O:6].[C:23]([O-])([O-])=O.[Cs+].[Cs+].